Binary Classification. Given a drug SMILES string, predict its activity (active/inactive) in a high-throughput screening assay against a specified biological target. From a dataset of HIV replication inhibition screening data with 41,000+ compounds from the AIDS Antiviral Screen. (1) The compound is Nc1cccc2c1-c1c(cccc1[N+](=O)[O-])C2=O. The result is 0 (inactive). (2) The result is 0 (inactive). The compound is CC(=O)Nc1ccc(CNc2cc(=O)n(C)c(=O)[nH]2)cc1. (3) The molecule is NCCCCC(N)C(=O)NCCNc1ccc(NCCNC(=O)C(N)CCCCN)c2c1C(=O)c1ccccc1C2=O. The result is 0 (inactive). (4) The molecule is FC(F)(F)c1ccc2c(c1)N(CCCN1CCN(C3CC3)CC1)c1ccccc1S2. The result is 0 (inactive). (5) The molecule is COCN1C(=O)C2CCCN2C(=O)c2ccc(N)cc21. The result is 0 (inactive). (6) The drug is Cc1nc2c(=O)n(C)c(=O)n(C)c2o1. The result is 0 (inactive). (7) The compound is CC1(C)CCC2(C(=O)OC3OC(CO)C(O)C(O)C3O)CCC3(CO)C(=CCC4C5(C)CC(O)C(O)C(C)(C(=O)OC6OC(CO)C(O)C(O)C6O)C5CCC43C)C2C1. The result is 0 (inactive). (8) The drug is Cc1ccc2c(n1)C(N1CCCCC1)=CC(=O)C2=O. The result is 0 (inactive).